The task is: Predict which catalyst facilitates the given reaction.. This data is from Catalyst prediction with 721,799 reactions and 888 catalyst types from USPTO. Reactant: [CH2:1]([O:8][C:9]1[C:10](N2S(=O)(=O)NC(=O)C2)=[CH:11][C:12]2[CH2:13][CH2:14][CH:15]([OH:19])[CH2:16][C:17]=2[CH:18]=1)[C:2]1[CH:7]=[CH:6][CH:5]=[CH:4][CH:3]=1.OC1C([N:40]2[S:44](=[O:46])(=[O:45])[NH:43][C:42](=[O:47])[CH2:41]2)=CC2CCC(O)CC=2C=1.Cl[CH2:49][O:50][CH2:51][C:52]1[CH:57]=[CH:56][CH:55]=[CH:54][CH:53]=1.C(=O)([O-])[O-].[K+].[K+]. Product: [CH2:1]([O:8][C:9]1[C:10]([C:53]2[C:52]([CH2:51][O:50][CH2:49][N:43]3[C:42](=[O:47])[CH2:41][NH:40][S:44]3(=[O:45])=[O:46])=[CH:57][CH:56]=[CH:55][CH:54]=2)=[CH:11][C:12]2[CH2:13][CH2:14][CH:15]([OH:19])[CH2:16][C:17]=2[CH:18]=1)[C:2]1[CH:7]=[CH:6][CH:5]=[CH:4][CH:3]=1. The catalyst class is: 3.